Task: Predict the reactants needed to synthesize the given product.. Dataset: Full USPTO retrosynthesis dataset with 1.9M reactions from patents (1976-2016) (1) Given the product [CH2:1]([C:2]([P:8]([OH:11])([OH:10])=[O:9])([P:4]([OH:7])([OH:6])=[O:5])[OH:3])[CH2:13][NH2:12].[NH2:12][CH2:13][CH2:14][CH2:19][C:18]([OH:21])=[O:20], predict the reactants needed to synthesize it. The reactants are: [CH3:1][C:2]([P:8]([OH:11])([OH:10])=[O:9])([P:4]([OH:7])([OH:6])=[O:5])[OH:3].[NH2:12][CH2:13][CH2:14]C(O)=O.[C:18]([OH:21])(=[O:20])[CH3:19]. (2) Given the product [F:1][C:2]1[CH:7]=[CH:6][C:5]([NH:8][C:9]([NH:24][C:23]2[CH:25]=[CH:26][CH:27]=[C:21]([O:20][CH2:19][CH2:18][CH2:17][N:14]3[CH2:13][CH2:12][O:11][CH2:16][CH2:15]3)[CH:22]=2)=[O:10])=[CH:4][CH:3]=1, predict the reactants needed to synthesize it. The reactants are: [F:1][C:2]1[CH:7]=[CH:6][C:5]([N:8]=[C:9]=[O:10])=[CH:4][CH:3]=1.[O:11]1[CH2:16][CH2:15][N:14]([CH2:17][CH2:18][CH2:19][O:20][C:21]2[CH:22]=[C:23]([CH:25]=[CH:26][CH:27]=2)[NH2:24])[CH2:13][CH2:12]1. (3) Given the product [CH2:12]([O:6][C:5](=[O:7])[C:4]1[CH:8]=[C:9]([CH3:11])[CH:10]=[C:2]([Cl:1])[CH:3]=1)[CH3:13], predict the reactants needed to synthesize it. The reactants are: [Cl:1][C:2]1[CH:3]=[C:4]([CH:8]=[C:9]([CH3:11])[CH:10]=1)[C:5]([OH:7])=[O:6].[CH2:12](OC(=O)C1C=CC(Br)=C(C(F)(F)F)C=1)[CH3:13]. (4) The reactants are: [Cl:1][C:2]1[CH:7]=[CH:6][CH:5]=[CH:4][C:3]=1[O:8][CH3:9].[Cl:10][S:11](O)(=[O:13])=[O:12]. Given the product [Cl:1][C:2]1[CH:7]=[C:6]([S:11]([Cl:10])(=[O:13])=[O:12])[CH:5]=[CH:4][C:3]=1[O:8][CH3:9], predict the reactants needed to synthesize it. (5) Given the product [O:4]1[C:12]2[CH:11]=[CH:10][N:9]=[C:8]([N:13]3[CH2:18][CH2:17][N:16]([CH2:19][CH2:20][C@H:21]4[CH2:26][CH2:25][C@H:24]([NH:27][C:30](=[O:31])[C:29]([OH:28])([CH3:34])[CH3:33])[CH2:23][CH2:22]4)[CH2:15][CH2:14]3)[C:7]=2[CH2:6][CH2:5]1, predict the reactants needed to synthesize it. The reactants are: Cl.Cl.Cl.[O:4]1[C:12]2[CH:11]=[CH:10][N:9]=[C:8]([N:13]3[CH2:18][CH2:17][N:16]([CH2:19][CH2:20][C@H:21]4[CH2:26][CH2:25][C@H:24]([NH2:27])[CH2:23][CH2:22]4)[CH2:15][CH2:14]3)[C:7]=2[CH2:6][CH2:5]1.[OH:28][C:29]([CH3:34])([CH3:33])[C:30](O)=[O:31]. (6) Given the product [C:4]([O:3][C:1](=[O:2])[N:8]([CH:9]1[CH2:14][CH2:13][CH:12]([NH:15][CH2:16][C:17]2[CH:18]=[C:19]([C:30]3[CH:31]=[CH:32][C:33]([CH2:36][S:37]([CH3:40])(=[O:39])=[O:38])=[CH:34][CH:35]=3)[CH:20]=[CH:21][C:22]=2[O:23][CH3:24])[CH2:11][CH2:10]1)[CH3:28])([CH3:7])([CH3:6])[CH3:5], predict the reactants needed to synthesize it. The reactants are: [C:1]([N:8]([CH3:28])[CH:9]1[CH2:14][CH2:13][CH:12]([NH:15][CH2:16][C:17]2[CH:18]=[C:19](B(O)O)[CH:20]=[CH:21][C:22]=2[O:23][CH3:24])[CH2:11][CH2:10]1)([O:3][C:4]([CH3:7])([CH3:6])[CH3:5])=[O:2].Br[C:30]1[CH:35]=[CH:34][C:33]([CH2:36][S:37]([CH3:40])(=[O:39])=[O:38])=[CH:32][CH:31]=1. (7) Given the product [Cl:1][C:2]1[CH:3]=[C:4]([CH:5]=[CH:6][C:7]=1[S:8]([C:11]([F:14])([F:12])[F:13])(=[O:9])=[O:10])[NH2:15], predict the reactants needed to synthesize it. The reactants are: [Cl:1][C:2]1[CH:3]=[C:4]([NH:15]C(=O)C)[CH:5]=[CH:6][C:7]=1[S:8]([C:11]([F:14])([F:13])[F:12])(=[O:10])=[O:9].Cl.[OH-].[Na+].